Dataset: Full USPTO retrosynthesis dataset with 1.9M reactions from patents (1976-2016). Task: Predict the reactants needed to synthesize the given product. (1) Given the product [C:1]([O:5][C:6]([N:8]1[CH2:13][CH2:12][N:11]([C:14]([O:16][C:17]([CH3:20])([CH3:19])[CH3:18])=[O:15])[CH2:10][C@@H:9]1[C:21]1[CH:26]=[CH:25][C:24]([N:28]2[CH2:33][CH2:32][CH2:31][CH2:30][CH2:29]2)=[CH:23][CH:22]=1)=[O:7])([CH3:4])([CH3:3])[CH3:2], predict the reactants needed to synthesize it. The reactants are: [C:1]([O:5][C:6]([N:8]1[CH2:13][CH2:12][N:11]([C:14]([O:16][C:17]([CH3:20])([CH3:19])[CH3:18])=[O:15])[CH2:10][C@@H:9]1[C:21]1[CH:26]=[CH:25][C:24](Br)=[CH:23][CH:22]=1)=[O:7])([CH3:4])([CH3:3])[CH3:2].[NH:28]1[CH2:33][CH2:32][CH2:31][CH2:30][CH2:29]1.CC(C)([O-])C.[Na+].C(P(C(C)(C)C)C1C=CC=CC=1C1C=CC=CC=1)(C)(C)C. (2) Given the product [F:1][C:2]([F:29])([F:28])[C:3]1[CH:4]=[C:5]([C@H:9]([O:11][C:12](=[O:27])[NH:13][C:14]2[N:15]([CH3:26])[N:16]=[N:17][C:18]=2[C:19]2[CH:24]=[CH:23][C:22]([C:38]3[CH:39]=[CH:40][C:41]([C:44]4([C:47]([NH:49][S:50]([CH3:53])(=[O:52])=[O:51])=[O:48])[CH2:46][CH2:45]4)=[CH:42][CH:43]=3)=[CH:21][CH:20]=2)[CH3:10])[CH:6]=[CH:7][CH:8]=1, predict the reactants needed to synthesize it. The reactants are: [F:1][C:2]([F:29])([F:28])[C:3]1[CH:4]=[C:5]([C@H:9]([O:11][C:12](=[O:27])[NH:13][C:14]2[N:15]([CH3:26])[N:16]=[N:17][C:18]=2[C:19]2[CH:24]=[CH:23][C:22](Br)=[CH:21][CH:20]=2)[CH3:10])[CH:6]=[CH:7][CH:8]=1.CC1(C)C(C)(C)OB([C:38]2[CH:43]=[CH:42][C:41]([C:44]3([C:47]([NH:49][S:50]([CH3:53])(=[O:52])=[O:51])=[O:48])[CH2:46][CH2:45]3)=[CH:40][CH:39]=2)O1.CN(C=O)C.C([O-])([O-])=O.[Na+].[Na+]. (3) The reactants are: [C:1]1([C:7]2[N:8]=[C:9]([CH:12]=[O:13])[NH:10][CH:11]=2)[CH:6]=[CH:5][CH:4]=[CH:3][CH:2]=1.C(=O)([O-])[O-].[K+].[K+].[I-].[K+].[Br:22][CH2:23][CH2:24][CH2:25][CH2:26]Br. Given the product [Br:22][CH2:23][CH2:24][CH2:25][CH2:26][N:10]1[CH:11]=[C:7]([C:1]2[CH:2]=[CH:3][CH:4]=[CH:5][CH:6]=2)[N:8]=[C:9]1[CH:12]=[O:13], predict the reactants needed to synthesize it. (4) The reactants are: [C:1](/[N:3]=[C:4](/OCC)\[CH2:5][CH3:6])#[N:2].[CH2:10]([NH2:17])[C:11]1[CH:16]=[CH:15][CH:14]=[CH:13][CH:12]=1. Given the product [CH2:10]([NH:17]/[C:4](=[N:3]/[C:1]#[N:2])/[CH2:5][CH3:6])[C:11]1[CH:16]=[CH:15][CH:14]=[CH:13][CH:12]=1, predict the reactants needed to synthesize it. (5) Given the product [CH:15]1[CH2:14][CH2:13][CH2:12][CH2:11][CH:18]([OH:19])[CH2:17][CH:16]=1, predict the reactants needed to synthesize it. The reactants are: [H-].C([Al+]CC(C)C)C(C)C.[CH:11]12[O:19][CH:18]1[CH2:17][CH2:16][CH:15]=[CH:14][CH2:13][CH2:12]2.CC(O)C.Cl. (6) Given the product [CH3:22][C:20]1[S:21][C:17]([C:12]23[CH2:13][CH2:14][C:9]([CH2:8][CH2:3][CH2:2][C:1]([O:5][CH3:6])=[O:4])([CH2:16][CH2:15]2)[CH2:10][O:11]3)=[C:18]([C:23]2[CH:28]=[CH:27][CH:26]=[CH:25][CH:24]=2)[N:19]=1, predict the reactants needed to synthesize it. The reactants are: [C:1]([O:5][CH3:6])(=[O:4])[CH:2]=[CH2:3].I[CH2:8][C:9]12[CH2:16][CH2:15][C:12]([C:17]3[S:21][C:20]([CH3:22])=[N:19][C:18]=3[C:23]3[CH:28]=[CH:27][CH:26]=[CH:25][CH:24]=3)([CH2:13][CH2:14]1)[O:11][CH2:10]2. (7) The reactants are: [N:1]1[CH:6]=[CH:5][N:4]=[CH:3][C:2]=1[CH:7]([CH3:12])[C:8]([O:10][CH3:11])=[O:9].[Br:13]N1C(=O)CCC1=O.CC(N=NC(C#N)(C)C)(C#N)C. Given the product [Br:13][C:7]([C:2]1[CH:3]=[N:4][CH:5]=[CH:6][N:1]=1)([CH3:12])[C:8]([O:10][CH3:11])=[O:9], predict the reactants needed to synthesize it.